This data is from Full USPTO retrosynthesis dataset with 1.9M reactions from patents (1976-2016). The task is: Predict the reactants needed to synthesize the given product. (1) Given the product [F:1][C:2]1[CH:3]=[C:4]([N:9]2[C:16](=[S:17])[N:15]([C:18]3[CH:19]=[C:20]([C:26]([F:29])([F:27])[F:28])[C:21]([C:24]#[N:25])=[N:22][CH:23]=3)[C:14](=[O:30])[C:10]32[CH2:11][CH2:12][CH2:13]3)[CH:5]=[CH:6][C:7]=1[O:8][CH3:33], predict the reactants needed to synthesize it. The reactants are: [F:1][C:2]1[CH:3]=[C:4]([N:9]2[C:16](=[S:17])[N:15]([C:18]3[CH:19]=[C:20]([C:26]([F:29])([F:28])[F:27])[C:21]([C:24]#[N:25])=[N:22][CH:23]=3)[C:14](=[O:30])[C:10]32[CH2:13][CH2:12][CH2:11]3)[CH:5]=[CH:6][C:7]=1[OH:8].CI.[C:33](=O)([O-])[O-].[K+].[K+]. (2) Given the product [Cl:1][C:2]1[C:8]([Cl:9])=[CH:7][C:5]([NH:6][C:35]([C:34]2[CH:38]=[CH:39][C:31]([CH2:30][NH:29][C:27]([N:56]3[CH2:51][CH2:52][CH:53]([CH2:69][OH:70])[CH2:54][CH2:55]3)=[O:28])=[C:32]([F:41])[C:33]=2[F:40])=[O:37])=[C:4]([N:10]2[CH2:11][CH2:12][N:13]([CH2:16][CH2:17][C:18]([F:20])([F:21])[F:19])[CH2:14][CH2:15]2)[CH:3]=1, predict the reactants needed to synthesize it. The reactants are: [Cl:1][C:2]1[C:8]([Cl:9])=[CH:7][C:5]([NH2:6])=[C:4]([N:10]2[CH2:15][CH2:14][N:13]([CH2:16][CH2:17][C:18]([F:21])([F:20])[F:19])[CH2:12][CH2:11]2)[CH:3]=1.C(O[C:27]([NH:29][CH2:30][C:31]1[CH:39]=[CH:38][C:34]([C:35]([OH:37])=O)=[C:33]([F:40])[C:32]=1[F:41])=[O:28])(C)(C)C.CN(C(ON1N=N[C:52]2[CH:53]=[CH:54][CH:55]=[N:56][C:51]1=2)=[N+](C)C)C.F[P-](F)(F)(F)(F)F.CN([CH:69]=[O:70])C. (3) Given the product [CH2:19]([C:18]1[C:17](=[O:26])[C:16]2[C:11](=[CH:12][C:13]([Cl:27])=[CH:14][CH:15]=2)[O:10][C:9]=1[CH:5]([NH:4][CH2:3][CH2:2][NH:1][C:41](=[O:42])[C:38]1[CH:39]=[CH:40][C:35]([CH3:44])=[CH:36][CH:37]=1)[CH:6]([CH3:7])[CH3:8])[C:20]1[CH:21]=[CH:22][CH:23]=[CH:24][CH:25]=1, predict the reactants needed to synthesize it. The reactants are: [NH2:1][CH2:2][CH2:3][NH:4][CH:5]([C:9]1[O:10][C:11]2[C:16]([C:17](=[O:26])[C:18]=1[CH2:19][C:20]1[CH:25]=[CH:24][CH:23]=[CH:22][CH:21]=1)=[CH:15][CH:14]=[C:13]([Cl:27])[CH:12]=2)[CH:6]([CH3:8])[CH3:7].C(N(CC)CC)C.[C:35]1([CH3:44])[CH:40]=[CH:39][C:38]([C:41](Cl)=[O:42])=[CH:37][CH:36]=1. (4) Given the product [OH:4][C:5]1[CH:12]=[CH:11][C:8]([CH:9]=[CH2:10])=[CH:7][CH:6]=1, predict the reactants needed to synthesize it. The reactants are: C([O:4][C:5]1[CH:12]=[CH:11][C:8]([CH:9]=[CH2:10])=[CH:7][CH:6]=1)(=O)C.C[O-].[Na+].CO. (5) Given the product [OH:39][C@H:38]([CH2:37][OH:36])[CH2:40][CH2:41][NH:42][C:30]([CH:9]1[CH:8]([C:4]2[CH:5]=[CH:6][CH:7]=[C:2]([Cl:1])[C:3]=2[F:33])[C:12]([C:15]2[CH:20]=[CH:19][C:18]([Cl:21])=[CH:17][C:16]=2[F:22])([C:13]#[N:14])[CH:11]([CH2:23][C:24]([CH:27]2[CH2:28][CH2:29]2)([CH3:25])[CH3:26])[NH:10]1)=[O:31], predict the reactants needed to synthesize it. The reactants are: [Cl:1][C:2]1[C:3]([F:33])=[C:4]([CH:8]2[C:12]([C:15]3[CH:20]=[CH:19][C:18]([Cl:21])=[CH:17][C:16]=3[F:22])([C:13]#[N:14])[CH:11]([CH2:23][C:24]([CH:27]3[CH2:29][CH2:28]3)([CH3:26])[CH3:25])[NH:10][CH:9]2[C:30](O)=[O:31])[CH:5]=[CH:6][CH:7]=1.CC1(C)[O:39][C@@H:38]([CH2:40][CH2:41][NH2:42])[CH2:37][O:36]1.CN(C(ON1N=NC2C=CC=NC1=2)=[N+](C)C)C.F[P-](F)(F)(F)(F)F.CCN(C(C)C)C(C)C.Cl.